Dataset: hERG potassium channel inhibition data for cardiac toxicity prediction from Karim et al.. Task: Regression/Classification. Given a drug SMILES string, predict its toxicity properties. Task type varies by dataset: regression for continuous values (e.g., LD50, hERG inhibition percentage) or binary classification for toxic/non-toxic outcomes (e.g., AMES mutagenicity, cardiotoxicity, hepatotoxicity). Dataset: herg_karim. (1) The drug is CCOC(=O)C1=C(CN2CCOC[C@@H]2CCC(=O)O)NC(c2nccs2)=N[C@H]1c1ccc(F)cc1Br. The result is 0 (non-blocker). (2) The drug is COc1cc2nnc(C(N)=O)c(Nc3ccc(C)cc3F)c2cc1N1CCC(OC)CC1. The result is 0 (non-blocker). (3) The compound is CO[C@H]1CC[C@H](Nc2ccn3ncc(-c4cccc(Cl)c4)c3n2)CC1. The result is 0 (non-blocker). (4) The compound is O=C(Nc1ccccc1C(F)(F)F)NS(=O)(=O)c1ccc(OCCCN2CCCCC2)cc1. The result is 0 (non-blocker). (5) The molecule is COc1ccc2c(c1)C(=O)O[C@]21CC[C@H](C(=O)N(C)CCN2CCCCC2)CC1. The result is 0 (non-blocker). (6) The molecule is Cc1cc2nc(/C=C/c3ccccc3)n(Cc3ccc(Cl)cc3)c2cc1C. The result is 1 (blocker).